Dataset: Catalyst prediction with 721,799 reactions and 888 catalyst types from USPTO. Task: Predict which catalyst facilitates the given reaction. (1) Reactant: [CH3:1][C@:2]12[CH2:9][C@H:6]([NH:7][CH2:8]1)[CH2:5][C:4]([CH3:11])([CH3:10])[CH2:3]2.C(N(CC)C(C)C)(C)C.Cl[S:22]([C:25]1[CH:34]=[CH:33][C:28]([C:29]([O:31][CH3:32])=[O:30])=[CH:27][CH:26]=1)(=[O:24])=[O:23]. Product: [CH3:1][C:2]12[CH2:9][CH:6]([N:7]([S:22]([C:25]3[CH:26]=[CH:27][C:28]([C:29]([O:31][CH3:32])=[O:30])=[CH:33][CH:34]=3)(=[O:24])=[O:23])[CH2:8]1)[CH2:5][C:4]([CH3:11])([CH3:10])[CH2:3]2. The catalyst class is: 34. (2) Reactant: [Cl:1][CH2:2][CH2:3][CH2:4][S:5]([O:8][CH2:9][C:10]([CH3:26])([CH3:25])[CH:11]([O:15][CH2:16][C:17]1[CH:22]=[CH:21][C:20]([O:23][CH3:24])=[CH:19][CH:18]=1)[C:12]([OH:14])=[O:13])(=[O:7])=[O:6].C(Cl)(=O)C(Cl)=O.[N:33]1([CH2:39][CH2:40]O)[CH2:38][CH2:37][O:36][CH2:35][CH2:34]1. Product: [Cl:1][CH2:2][CH2:3][CH2:4][S:5]([O:8][CH2:9][C:10]([CH3:26])([CH3:25])[CH:11]([O:15][CH2:16][C:17]1[CH:22]=[CH:21][C:20]([O:23][CH3:24])=[CH:19][CH:18]=1)[C:12]([O:14][CH2:40][CH2:39][N:33]1[CH2:38][CH2:37][O:36][CH2:35][CH2:34]1)=[O:13])(=[O:7])=[O:6]. The catalyst class is: 4. (3) Reactant: [CH3:1][N:2]([CH3:22])[C:3]1[O:4][C:5]2[C:6](=[C:8]([C:20]#[N:21])[C:9]([CH3:19])=[C:10]([C:13]3[N:14]=[C:15]([CH3:18])[S:16][CH:17]=3)[C:11]=2F)[N:7]=1.C(N(CC)CC)C.[CH3:30][N:31]([CH3:37])[C@H:32]1[CH2:36][CH2:35][NH:34][CH2:33]1. Product: [CH3:1][N:2]([CH3:22])[C:3]1[O:4][C:5]2[C:6](=[C:8]([C:20]#[N:21])[C:9]([CH3:19])=[C:10]([C:13]3[N:14]=[C:15]([CH3:18])[S:16][CH:17]=3)[C:11]=2[N:34]2[CH2:35][CH2:36][C@H:32]([N:31]([CH3:37])[CH3:30])[CH2:33]2)[N:7]=1. The catalyst class is: 148. (4) Reactant: [C:1]([CH2:5][C:6](Cl)=[O:7])([CH3:4])([CH3:3])[CH3:2].[CH:9]1([C:12]2[N:16]3[CH:17]=[C:18]([F:21])[CH:19]=[CH:20][C:15]3=[N:14][C:13]=2[NH2:22])[CH2:11][CH2:10]1.N1C=CC=CC=1. Product: [CH:9]1([C:12]2[N:16]3[CH:17]=[C:18]([F:21])[CH:19]=[CH:20][C:15]3=[N:14][C:13]=2[NH:22][C:6](=[O:7])[CH2:5][C:1]([CH3:4])([CH3:3])[CH3:2])[CH2:11][CH2:10]1. The catalyst class is: 10. (5) Reactant: [Br:1][C:2]1[CH:3]=[C:4]([OH:8])[CH:5]=[CH:6][CH:7]=1.[C:9]([O:13][C:14](=[O:20])[NH:15][CH2:16][CH2:17][CH2:18]O)([CH3:12])([CH3:11])[CH3:10].C1(P(C2C=CC=CC=2)C2C=CC=CC=2)C=CC=CC=1.CC(OC(/N=N/C(OC(C)C)=O)=O)C. Product: [C:9]([O:13][C:14](=[O:20])[NH:15][CH2:16][CH2:17][CH2:18][O:8][C:4]1[CH:5]=[CH:6][CH:7]=[C:2]([Br:1])[CH:3]=1)([CH3:12])([CH3:11])[CH3:10]. The catalyst class is: 134. (6) The catalyst class is: 16. Reactant: Br[C:2]1[CH:11]=[CH:10][C:5]([C:6]([O:8][CH3:9])=[O:7])=[C:4]([F:12])[CH:3]=1.[CH3:13][C:14]1([CH3:30])[C:18]([CH3:20])([CH3:19])[O:17][B:16]([B:16]2[O:17][C:18]([CH3:20])([CH3:19])[C:14]([CH3:30])([CH3:13])[O:15]2)[O:15]1.C([O-])(=O)C.[K+]. Product: [CH3:9][O:8][C:6](=[O:7])[C:5]1[CH:10]=[CH:11][C:2]([B:16]2[O:17][C:18]([CH3:20])([CH3:19])[C:14]([CH3:30])([CH3:13])[O:15]2)=[CH:3][C:4]=1[F:12].